From a dataset of Full USPTO retrosynthesis dataset with 1.9M reactions from patents (1976-2016). Predict the reactants needed to synthesize the given product. (1) Given the product [CH:20]1([C:18]2[CH:17]=[C:16]([NH:23][C:24]3[NH:28][N:27]=[C:26]([CH:29]4[CH2:31][CH2:30]4)[CH:25]=3)[N:15]=[C:14]([C:11]3[S:10][C:9]([S:6]([NH2:5])(=[O:8])=[O:7])=[CH:13][CH:12]=3)[N:19]=2)[CH2:21][CH2:22]1, predict the reactants needed to synthesize it. The reactants are: C([NH:5][S:6]([C:9]1[S:10][C:11]([C:14]2[N:19]=[C:18]([CH:20]3[CH2:22][CH2:21]3)[CH:17]=[C:16]([NH:23][C:24]3[NH:28][N:27]=[C:26]([CH:29]4[CH2:31][CH2:30]4)[CH:25]=3)[N:15]=2)=[CH:12][CH:13]=1)(=[O:8])=[O:7])(C)(C)C. (2) Given the product [C:1]([C:5]1[N:10]=[C:9]([N:11]2[CH2:16][CH2:15][N:14]([CH2:17][CH2:18][CH2:19][CH2:20][NH:21][C:31]([N:47]3[CH2:48][CH2:49][N:44]([C:38]4[CH:43]=[CH:42][CH:41]=[CH:40][CH:39]=4)[CH2:45][CH2:46]3)=[O:32])[CH2:13][CH2:12]2)[CH:8]=[C:7]([C:22]([F:24])([F:25])[F:23])[N:6]=1)([CH3:4])([CH3:2])[CH3:3], predict the reactants needed to synthesize it. The reactants are: [C:1]([C:5]1[N:10]=[C:9]([N:11]2[CH2:16][CH2:15][N:14]([CH2:17][CH2:18][CH2:19][CH2:20][NH2:21])[CH2:13][CH2:12]2)[CH:8]=[C:7]([C:22]([F:25])([F:24])[F:23])[N:6]=1)([CH3:4])([CH3:3])[CH3:2].C1N=CN([C:31](N2C=NC=C2)=[O:32])C=1.[C:38]1([N:44]2[CH2:49][CH2:48][NH:47][CH2:46][CH2:45]2)[CH:43]=[CH:42][CH:41]=[CH:40][CH:39]=1. (3) Given the product [Cl:1][C:2]1[C:7]([C:8]2[CH:13]=[CH:12][CH:11]=[CH:10][CH:9]=2)=[N:6][N:5]=[C:4]2[N:14]([CH2:25][CH2:26][N:27]3[CH2:31][CH2:30][CH2:29][C:28]3=[O:32])[N:15]=[C:16]([C:17]3[CH:22]=[CH:21][CH:20]=[C:19]([F:23])[CH:18]=3)[C:3]=12, predict the reactants needed to synthesize it. The reactants are: [Cl:1][C:2]1[C:7]([C:8]2[CH:13]=[CH:12][CH:11]=[CH:10][CH:9]=2)=[N:6][N:5]=[C:4]2[NH:14][N:15]=[C:16]([C:17]3[CH:22]=[CH:21][CH:20]=[C:19]([F:23])[CH:18]=3)[C:3]=12.O[CH2:25][CH2:26][N:27]1[CH2:31][CH2:30][CH2:29][C:28]1=[O:32].